This data is from Forward reaction prediction with 1.9M reactions from USPTO patents (1976-2016). The task is: Predict the product of the given reaction. (1) Given the reactants [CH3:1][Mg]Br.CON(C)[C:7](=[O:22])[C:8]1[CH:13]=[C:12]([C:14]#[C:15][C:16]2[CH:21]=[CH:20][CH:19]=[CH:18][CH:17]=2)[CH:11]=[N:10][CH:9]=1, predict the reaction product. The product is: [C:16]1([C:15]#[C:14][C:12]2[CH:13]=[C:8]([C:7](=[O:22])[CH3:1])[CH:9]=[N:10][CH:11]=2)[CH:21]=[CH:20][CH:19]=[CH:18][CH:17]=1. (2) Given the reactants [Cl:1][C:2]1[CH:27]=[C:26]([F:28])[CH:25]=[CH:24][C:3]=1[O:4][C:5]1[CH:10]=[CH:9][CH:8]=[CH:7][C:6]=1[NH:11][S:12]([C:15]1[CH:23]=[CH:22][C:18]([C:19]([OH:21])=O)=[CH:17][CH:16]=1)(=[O:14])=[O:13].[N:29]1([CH:35]2[CH2:40][CH2:39][N:38]([CH2:41][CH2:42][CH2:43][NH:44]C(=O)C3C=CC(S(=O)(=O)NC4C=CC=CC=4OC4C=CC(Cl)=CC=4Cl)=CC=3)[CH2:37][CH2:36]2)[CH2:34][CH2:33][CH2:32][CH2:31][CH2:30]1, predict the reaction product. The product is: [N:29]1([CH:35]2[CH2:40][CH2:39][N:38]([CH2:41][CH2:42][CH2:43][NH:44][C:19](=[O:21])[C:18]3[CH:17]=[CH:16][C:15]([S:12](=[O:14])(=[O:13])[NH:11][C:6]4[CH:7]=[CH:8][CH:9]=[CH:10][C:5]=4[O:4][C:3]4[CH:24]=[CH:25][C:26]([F:28])=[CH:27][C:2]=4[Cl:1])=[CH:23][CH:22]=3)[CH2:37][CH2:36]2)[CH2:34][CH2:33][CH2:32][CH2:31][CH2:30]1. (3) Given the reactants [CH:1]([C:3]1[S:4][CH:5]=[CH:6][C:7]=1B(O)O)=[O:2].Br[C:12]1[CH:17]=[CH:16][CH:15]=[CH:14][CH:13]=1.C([O-])([O-])=O.[Na+].[Na+], predict the reaction product. The product is: [C:12]1([C:7]2[CH:6]=[CH:5][S:4][C:3]=2[CH:1]=[O:2])[CH:17]=[CH:16][CH:15]=[CH:14][CH:13]=1. (4) Given the reactants C(O[C:5](=[O:16])[NH:6][CH:7]1[CH2:11][C:10](=[O:12])[O:9][CH:8]1[O:13][CH2:14][CH3:15])C=C.C(OC([CH:24]1[CH2:28][CH2:27][CH2:26][N:25]1[C:29](=[O:44])[CH:30]([NH:32][C:33](=[O:43])[C:34]1[CH:39]=[C:38]([Cl:40])[C:37]([NH2:41])=[C:36]([Cl:42])[CH:35]=1)[CH3:31])=O)(C)(C)C.O=C1OC(OCCC2C=CC=CC=2)C(NC(C2CCCN2C(=O)C(NC(=O)C2C=CC(N)=C(Cl)C=2)C)=O)C1, predict the reaction product. The product is: [CH2:14]([O:13][CH:8]1[CH:7]([NH:6][C:5]([CH:24]2[CH2:28][CH2:27][CH2:26][N:25]2[C:29](=[O:44])[CH:30]([NH:32][C:33](=[O:43])[C:34]2[CH:39]=[C:38]([Cl:40])[C:37]([NH2:41])=[C:36]([Cl:42])[CH:35]=2)[CH3:31])=[O:16])[CH2:11][C:10](=[O:12])[O:9]1)[CH3:15]. (5) Given the reactants [CH3:1][C:2]1[CH:7]=[CH:6][C:5]([CH2:8][C:9]#[N:10])=[CH:4][CH:3]=1.[NH:11]([C:13](=[S:15])[NH2:14])N.O, predict the reaction product. The product is: [CH3:1][C:2]1[CH:7]=[CH:6][C:5]([CH2:8][C:9]2[S:15][C:13]([NH2:14])=[N:11][N:10]=2)=[CH:4][CH:3]=1.